This data is from Reaction yield outcomes from USPTO patents with 853,638 reactions. The task is: Predict the reaction yield, written as a fraction of the theoretical maximum amount of product (1.0 means a 100% yield; for example, 0.34 means a 34% yield). The reactants are [N:1]([CH:4]([C:8]1[CH:13]=[CH:12][C:11]([O:14][CH:15]([F:17])[F:16])=[CH:10][CH:9]=1)[CH:5]([CH3:7])[CH3:6])=[N+]=[N-]. The catalyst is CO.[Pd]. The product is [F:16][CH:15]([F:17])[O:14][C:11]1[CH:10]=[CH:9][C:8]([CH:4]([NH2:1])[CH:5]([CH3:7])[CH3:6])=[CH:13][CH:12]=1. The yield is 0.840.